From a dataset of Catalyst prediction with 721,799 reactions and 888 catalyst types from USPTO. Predict which catalyst facilitates the given reaction. (1) Reactant: [F:1][C:2]1[CH:7]=[C:6]([CH:8]2[CH2:12][CH2:11][CH2:10][NH:9]2)[CH:5]=[CH:4][C:3]=1[C:13]1[NH:17][C:16]2[CH:18]=[CH:19][CH:20]=[C:21]([C:22]([NH2:24])=[O:23])[C:15]=2[N:14]=1.[CH2:25](N(CC)CC)[CH3:26].C(=O)C.C([BH3-])#N.[Na+]. Product: [CH2:25]([N:9]1[CH2:10][CH2:11][CH2:12][CH:8]1[C:6]1[CH:5]=[CH:4][C:3]([C:13]2[NH:17][C:16]3[CH:18]=[CH:19][CH:20]=[C:21]([C:22]([NH2:24])=[O:23])[C:15]=3[N:14]=2)=[C:2]([F:1])[CH:7]=1)[CH3:26]. The catalyst class is: 24. (2) Reactant: [CH3:1][S:2]([O:5][C:6]1[CH:7]=[CH:8][C:9]2[C:10]3[N:18]([CH2:19][CH2:20][O:21][C:22]4[CH:27]=[CH:26][CH:25]=[CH:24][CH:23]=4)[C:17]([CH2:28][CH3:29])=[N:16][C:11]=3[CH:12]=[N:13][C:14]=2[CH:15]=1)(=[O:4])=[O:3].ClC1C=C(C=CC=1)C(OO)=O.[OH-].[NH4+:42].C1(C)C=CC(S(Cl)(=O)=O)=CC=1. Product: [CH3:1][S:2]([O:5][C:6]1[CH:7]=[CH:8][C:9]2[C:10]3[N:18]([CH2:19][CH2:20][O:21][C:22]4[CH:27]=[CH:26][CH:25]=[CH:24][CH:23]=4)[C:17]([CH2:28][CH3:29])=[N:16][C:11]=3[C:12]([NH2:42])=[N:13][C:14]=2[CH:15]=1)(=[O:3])=[O:4]. The catalyst class is: 22. (3) Reactant: [CH3:1][C:2]1[CH:3]=[C:4]([OH:17])[CH:5]=[CH:6][C:7]=1[CH2:8][CH2:9][CH2:10][CH2:11][N:12]1[CH:16]=[CH:15][N:14]=[N:13]1.[H-].[Na+].Cl[CH2:21][C:22]1[C:23]([CH3:39])=[N:24][C:25]([C:28]2[CH:33]=[CH:32][C:31]([C:34]([F:37])([F:36])[F:35])=[CH:30][C:29]=2[F:38])=[CH:26][CH:27]=1.O. Product: [F:38][C:29]1[CH:30]=[C:31]([C:34]([F:36])([F:37])[F:35])[CH:32]=[CH:33][C:28]=1[C:25]1[N:24]=[C:23]([CH3:39])[C:22]([CH2:21][O:17][C:4]2[CH:5]=[CH:6][C:7]([CH2:8][CH2:9][CH2:10][CH2:11][N:12]3[CH:16]=[CH:15][N:14]=[N:13]3)=[C:2]([CH3:1])[CH:3]=2)=[CH:27][CH:26]=1. The catalyst class is: 9. (4) Reactant: Cl[C:2]1[CH:7]=[C:6]([O:8][CH2:9][C:10]#[C:11][CH3:12])[N:5]=[CH:4][N:3]=1.C(=O)([O-])[O-].[K+].[K+].[F:19][C:20]1[CH:25]=[CH:24][C:23]([OH:26])=[CH:22][C:21]=1[C:27]([F:30])([F:29])[F:28].[Cl-].[NH4+]. Product: [CH2:9]([O:8][C:6]1[CH:7]=[C:2]([O:26][C:23]2[CH:24]=[CH:25][C:20]([F:19])=[C:21]([C:27]([F:28])([F:29])[F:30])[CH:22]=2)[N:3]=[CH:4][N:5]=1)[C:10]#[C:11][CH3:12]. The catalyst class is: 9.